From a dataset of Forward reaction prediction with 1.9M reactions from USPTO patents (1976-2016). Predict the product of the given reaction. (1) Given the reactants [CH3:1][C:2]([O:4][C@H:5]1[C:15](=[O:16])[N:14]([CH2:17][CH2:18][N:19]([CH3:21])[CH3:20])[C:13]2[CH:12]=[CH:11][CH:10]=[CH:9][C:8]=2[S:7][C@H:6]1[C:22]1[CH:23]=[CH:24][C:25]([O:28][CH3:29])=[CH:26][CH:27]=1)=[O:3].Cl.C(OCC)(=O)CC(CC(OCC)=O)(C(OCC)=O)O.CC(O[C@H]1C(=O)N(CCN(C)C)C2C=CC=CC=2S[C@H]1C1C=CC(OC)=CC=1)=O.CC(C(OC)=O)=C.C(OCC)(=O)CC(CC(OCC)=O)(C(OCC)=O)O, predict the reaction product. The product is: [CH3:1][C:2]([O:4][C@H:5]1[C:15](=[O:16])[N:14]([CH2:17][CH2:18][N:19]([CH3:21])[CH3:20])[C:13]2[CH:12]=[CH:11][CH:10]=[CH:9][C:8]=2[S:7][C@H:6]1[C:22]1[CH:23]=[CH:24][C:25]([O:28][CH3:29])=[CH:26][CH:27]=1)=[O:3]. (2) Given the reactants [CH2:1]([NH2:8])[C:2]1[CH:7]=[CH:6][CH:5]=[CH:4][CH:3]=1.CO[CH:11]=[CH:12][C:13](=[O:15])[CH3:14], predict the reaction product. The product is: [CH2:1]([NH:8][CH:11]=[CH:12][C:13](=[O:15])[CH3:14])[C:2]1[CH:7]=[CH:6][CH:5]=[CH:4][CH:3]=1. (3) Given the reactants FC(F)(F)C(O)=O.[Cl:8][C:9]1[CH:10]=[CH:11][C:12]([NH:15][C:16](=[O:32])[C:17]2[CH:22]=[CH:21][CH:20]=[CH:19][C:18]=2[NH:23][C:24]([CH:26]2[CH2:31][CH2:30][NH:29][CH2:28][CH2:27]2)=[O:25])=[N:13][CH:14]=1.[N:33]1[CH:38]=[CH:37][C:36]([CH:39]=O)=[CH:35][CH:34]=1.C([BH3-])#N.[Na+].C(O)(=O)C, predict the reaction product. The product is: [Cl:8][C:9]1[CH:10]=[CH:11][C:12]([NH:15][C:16](=[O:32])[C:17]2[CH:22]=[CH:21][CH:20]=[CH:19][C:18]=2[NH:23][C:24]([CH:26]2[CH2:31][CH2:30][N:29]([CH2:39][C:36]3[CH:37]=[CH:38][N:33]=[CH:34][CH:35]=3)[CH2:28][CH2:27]2)=[O:25])=[N:13][CH:14]=1.